Dataset: Catalyst prediction with 721,799 reactions and 888 catalyst types from USPTO. Task: Predict which catalyst facilitates the given reaction. Reactant: Cl.[NH2:2][CH2:3][C:4]([C:6]1[CH:11]=[CH:10][CH:9]=[CH:8][CH:7]=1)=[O:5].[C:12]([NH:15][C:16]1[CH:24]=[CH:23][C:19]([C:20](Cl)=O)=[CH:18][CH:17]=1)(=[O:14])[CH3:13].C(N(CC)C(C)C)(C)C. Product: [C:6]1([C:4]2[O:5][C:20]([C:19]3[CH:18]=[CH:17][C:16]([NH:15][C:12](=[O:14])[CH3:13])=[CH:24][CH:23]=3)=[N:2][CH:3]=2)[CH:11]=[CH:10][CH:9]=[CH:8][CH:7]=1. The catalyst class is: 22.